This data is from Full USPTO retrosynthesis dataset with 1.9M reactions from patents (1976-2016). The task is: Predict the reactants needed to synthesize the given product. Given the product [N:9]1[CH:10]=[CH:11][CH:12]=[CH:13][C:8]=1[S:5]([NH:4][CH2:3][C:2]([C@@H:14]([NH:19][C:20](=[O:40])[O:21][C@H:22]([CH2:27][O:28][C:29]1[CH:30]=[CH:31][C:32]([N:35]2[CH:39]=[CH:38][N:37]=[CH:36]2)=[CH:33][CH:34]=1)[C:23]([CH3:26])([CH3:25])[CH3:24])[CH2:15][CH2:16][CH2:17][CH3:18])=[O:1])(=[O:6])=[O:7], predict the reactants needed to synthesize it. The reactants are: [OH:1][C@H:2]([C@@H:14]([NH:19][C:20](=[O:40])[O:21][C@H:22]([CH2:27][O:28][C:29]1[CH:34]=[CH:33][C:32]([N:35]2[CH:39]=[CH:38][N:37]=[CH:36]2)=[CH:31][CH:30]=1)[C:23]([CH3:26])([CH3:25])[CH3:24])[CH2:15][CH2:16][CH2:17][CH3:18])[CH2:3][NH:4][S:5]([C:8]1[CH:13]=[CH:12][CH:11]=[CH:10][N:9]=1)(=[O:7])=[O:6].O[C@@H]([C@@H](NC(=O)O[C@H](COC1C=CC(N2C=CN=C2)=CC=1)C(C)(C)C)CCCC)CNS(C1C=CC=CN=1)(=O)=O.CC(OI1(OC(C)=O)(OC(C)=O)OC(=O)C2C=CC=CC1=2)=O.S([O-])([O-])(=O)=S.[Na+].[Na+].C(=O)(O)[O-].[Na+].